From a dataset of Forward reaction prediction with 1.9M reactions from USPTO patents (1976-2016). Predict the product of the given reaction. Given the reactants BrBr.[OH-:3].[Na+].[Cl:5][C:6]1[C:11]([CH2:12][CH3:13])=[C:10]([F:14])[CH:9]=[CH:8][C:7]=1[C:15](=[O:17])C.O, predict the reaction product. The product is: [Cl:5][C:6]1[C:11]([CH2:12][CH3:13])=[C:10]([F:14])[CH:9]=[CH:8][C:7]=1[C:15]([OH:17])=[O:3].